From a dataset of Forward reaction prediction with 1.9M reactions from USPTO patents (1976-2016). Predict the product of the given reaction. (1) Given the reactants Cl.[NH2:2][CH2:3][C:4]1[C:9]([Cl:10])=[N:8][CH:7]=[CH:6][N:5]=1.C(N(CC)CC)C.F[P-](F)(F)(F)(F)F.N1(OC(N(C)C)=[N+](C)C)C2N=CC=CC=2N=N1.[O:42]=[C:43]1[CH2:48][CH2:47][CH:46]([C:49]([O-])=[O:50])[CH2:45][CH2:44]1, predict the reaction product. The product is: [Cl:10][C:9]1[C:4]([CH2:3][NH:2][C:49]([CH:46]2[CH2:47][CH2:48][C:43](=[O:42])[CH2:44][CH2:45]2)=[O:50])=[N:5][CH:6]=[CH:7][N:8]=1. (2) Given the reactants [Cl:1][C:2]1[CH:3]=[C:4]([NH:9][C:10](=[O:21])[C:11]2[CH:16]=[CH:15][C:14]([CH3:17])=[C:13]([N+]([O-])=O)[CH:12]=2)[CH:5]=[CH:6][C:7]=1[F:8].C(O)C.[Cl-].[NH4+].C(=O)([O-])[O-].[K+].[K+], predict the reaction product. The product is: [Cl:1][C:2]1[CH:3]=[C:4]([NH:9][C:10](=[O:21])[C:11]2[CH:16]=[CH:15][C:14]([CH3:17])=[CH:13][CH:12]=2)[CH:5]=[CH:6][C:7]=1[F:8]. (3) Given the reactants Cl.CN(C)CCCN=C=NCC.ON1C2C=CC=CC=2N=N1.[NH2:23][C:24]([C:26]1[CH:36]=[CH:35][C:29]([O:30][CH2:31][C:32]([OH:34])=O)=[CH:28][CH:27]=1)=[O:25].Cl.Cl.[N:39]1([C:45]([O:47][C:48]2[CH:49]=[N:50][CH:51]=[CH:52][CH:53]=2)=[O:46])[CH2:44][CH2:43][CH2:42][CH2:41][CH2:40]1.C(=O)([O-])O.[Na+], predict the reaction product. The product is: [NH2:23][C:24]([C:26]1[CH:27]=[CH:28][C:29]([O:30][CH2:31][C:32]([CH:42]2[CH2:43][CH2:44][N:39]([C:45]([O:47][C:48]3[CH:49]=[N:50][CH:51]=[CH:52][CH:53]=3)=[O:46])[CH2:40][CH2:41]2)=[O:34])=[CH:35][CH:36]=1)=[O:25]. (4) The product is: [Br:3][C:4]1[CH:9]=[C:8]([CH3:10])[C:7]([CH3:11])=[CH:6][C:5]=1[NH2:12]. Given the reactants [OH-].[K+].[Br:3][C:4]1[CH:9]=[C:8]([CH3:10])[C:7]([CH3:11])=[CH:6][C:5]=1[NH:12]C(=O)C, predict the reaction product. (5) The product is: [F:18][C:17]1[CH:16]=[CH:15][C:14]([CH:19]([C:21]2[S:22][CH:23]=[CH:24][N:25]=2)[OH:20])=[CH:13][C:12]=1[C:10]1[C:9]2[C:4](=[CH:5][C:6]([N:26]3[CH2:31][CH2:30][O:29][CH2:28][CH2:27]3)=[CH:7][CH:8]=2)[N:3]=[C:2]([C:61]#[C:60][Si:62]([CH2:67][CH3:68])([CH2:65][CH3:66])[CH2:63][CH3:64])[N:11]=1. Given the reactants Cl[C:2]1[N:11]=[C:10]([C:12]2[CH:13]=[C:14]([CH:19]([C:21]3[S:22][CH:23]=[CH:24][N:25]=3)[OH:20])[CH:15]=[CH:16][C:17]=2[F:18])[C:9]2[C:4](=[CH:5][C:6]([N:26]3[CH2:31][CH2:30][O:29][CH2:28][CH2:27]3)=[CH:7][CH:8]=2)[N:3]=1.C1(P(C2C=CC=CC=2)C2C=CC=CN=2)C=CC=CC=1.CCN(C(C)C)C(C)C.[CH2:60]([Si:62]([CH2:67][CH3:68])([CH2:65][CH3:66])[C:63]#[CH:64])[CH3:61].[Cl-].[Na+], predict the reaction product. (6) Given the reactants [NH2:1][C:2]1[CH:3]=[C:4]([C:8]2[N:9]=[CH:10][N:11]([C:13]([N:15]([CH:17]3[CH2:22][CH2:21][N:20]([C:23]4[CH:28]=[CH:27][C:26]([O:29][CH3:30])=[CH:25][CH:24]=4)[CH2:19][CH2:18]3)[CH3:16])=[O:14])[CH:12]=2)[CH:5]=[CH:6][CH:7]=1.C(N(CC)CC)C.[CH3:38][S:39](Cl)(=[O:41])=[O:40], predict the reaction product. The product is: [CH3:30][O:29][C:26]1[CH:25]=[CH:24][C:23]([N:20]2[CH2:21][CH2:22][CH:17]([N:15]([CH3:16])[C:13]([N:11]3[CH:12]=[C:8]([C:4]4[CH:5]=[CH:6][CH:7]=[C:2]([NH:1][S:39]([CH3:38])(=[O:41])=[O:40])[CH:3]=4)[N:9]=[CH:10]3)=[O:14])[CH2:18][CH2:19]2)=[CH:28][CH:27]=1. (7) Given the reactants [Cl:1][C:2]1[CH:3]=[C:4]([S:9]([NH:12][C:13]2[CH:14]=[C:15]([CH:28]=[CH:29][CH:30]=2)[C:16]([NH:18][C:19]2[CH:27]=[CH:26][C:22]([C:23]([OH:25])=[O:24])=[CH:21][CH:20]=2)=[O:17])(=[O:11])=[O:10])[CH:5]=[CH:6][C:7]=1[Cl:8].Cl[C:32]1C=C(S(Cl)(=O)=O)C=C[C:37]=1Cl, predict the reaction product. The product is: [CH2:32]([O:24][C:23](=[O:25])[C:22]1[CH:26]=[CH:27][C:19]([NH:18][C:16](=[O:17])[C:15]2[CH:28]=[CH:29][CH:30]=[C:13]([NH:12][S:9]([C:4]3[CH:5]=[CH:6][C:7]([Cl:8])=[C:2]([Cl:1])[CH:3]=3)(=[O:10])=[O:11])[CH:14]=2)=[CH:20][CH:21]=1)[CH3:37]. (8) The product is: [NH:24]1[C:25]2[C:21](=[C:20]([C:18]3[CH:17]=[C:16]4[C:12]([CH:13]=[N:14][NH:15]4)=[C:11]([NH:10][C:8]([C:6]4[CH:5]=[CH:4][CH:3]=[C:2]([NH:33][CH3:32])[N:7]=4)=[O:9])[CH:19]=3)[CH:28]=[CH:27][CH:26]=2)[CH:22]=[CH:23]1. Given the reactants Cl[C:2]1[N:7]=[C:6]([C:8]([NH:10][C:11]2[CH:19]=[C:18]([C:20]3[CH:28]=[CH:27][CH:26]=[C:25]4[C:21]=3[CH:22]=[CH:23][NH:24]4)[CH:17]=[C:16]3[C:12]=2[CH:13]=[N:14][NH:15]3)=[O:9])[CH:5]=[CH:4][CH:3]=1.CN.C[CH2:32][N:33](C(C)C)C(C)C, predict the reaction product. (9) The product is: [CH3:19][N:16]1[CH2:17][CH2:18][CH:14]([C:10]2[N:9]=[C:8]([C:6]([OH:5])=[O:7])[CH:13]=[CH:12][CH:11]=2)[CH2:15]1. Given the reactants C([O:5][C:6]([C:8]1[CH:13]=[CH:12][CH:11]=[C:10]([CH:14]2[CH2:18][CH2:17][NH:16][CH2:15]2)[N:9]=1)=[O:7])(C)(C)C.[CH2:19]=O, predict the reaction product.